From a dataset of Catalyst prediction with 721,799 reactions and 888 catalyst types from USPTO. Predict which catalyst facilitates the given reaction. (1) Reactant: C(NC1C=CC(B2OC(C)(C)C(C)(C)O2)=CC=1)C.C([O:22][C@@H:23]1[CH2:27][C@H:26]([C:28]2[N:32]3[C:33]4[CH:39]=[CH:38][N:37](S(C5C=CC(C)=CC=5)(=O)=O)[C:34]=4[N:35]=[CH:36][C:31]3=[C:30]([C:50]3[CH:55]=[CH:54][C:53]([NH:56][CH2:57][CH3:58])=[CH:52][CH:51]=3)[N:29]=2)[N:25]([C:59](=[O:61])[CH3:60])[CH2:24]1)(=O)C.C([O-])([O-])=O.[K+].[K+]. Product: [CH2:57]([NH:56][C:53]1[CH:54]=[CH:55][C:50]([C:30]2[N:29]=[C:28]([C@H:26]3[CH2:27][C@@H:23]([OH:22])[CH2:24][N:25]3[C:59](=[O:61])[CH3:60])[N:32]3[C:33]4[CH:39]=[CH:38][NH:37][C:34]=4[N:35]=[CH:36][C:31]=23)=[CH:51][CH:52]=1)[CH3:58]. The catalyst class is: 263. (2) Product: [CH2:13]([O:12][CH2:11][CH:10]([CH:20]1[CH2:23][CH:22]([S:24]([O-:27])(=[O:26])=[O:25])[CH2:21]1)[CH2:9][O:8][CH2:1][C:2]1[CH:3]=[CH:4][CH:5]=[CH:6][CH:7]=1)[C:14]1[CH:19]=[CH:18][CH:17]=[CH:16][CH:15]=1.[K+:35]. The catalyst class is: 149. Reactant: [CH2:1]([O:8][CH2:9][CH:10]([CH:20]1[CH2:23][CH:22]([S:24]([O:27]CCCC)(=[O:26])=[O:25])[CH2:21]1)[CH2:11][O:12][CH2:13][C:14]1[CH:19]=[CH:18][CH:17]=[CH:16][CH:15]=1)[C:2]1[CH:7]=[CH:6][CH:5]=[CH:4][CH:3]=1.C([S-])#N.[K+:35]. (3) Reactant: C([N:4]1[C:12]2[C:7](=[CH:8][C:9]([NH:13][C:14](=[O:29])[C:15]3[CH:20]=[CH:19][C:18]([CH3:21])=[N:17][C:16]=3[N:22]3[CH2:27][CH2:26][CH:25]([CH3:28])[CH2:24][CH2:23]3)=[CH:10][CH:11]=2)[CH2:6][CH2:5]1)(=O)C.Cl. Product: [NH:4]1[C:12]2[C:7](=[CH:8][C:9]([NH:13][C:14](=[O:29])[C:15]3[CH:20]=[CH:19][C:18]([CH3:21])=[N:17][C:16]=3[N:22]3[CH2:23][CH2:24][CH:25]([CH3:28])[CH2:26][CH2:27]3)=[CH:10][CH:11]=2)[CH2:6][CH2:5]1. The catalyst class is: 111. (4) Reactant: C([O:3][C:4]([C:6]1[C:14]2[CH2:13][CH2:12][CH2:11][CH2:10][C:9]=2[NH:8][N:7]=1)=[O:5])C.[OH-].[Na+]. Product: [NH:8]1[C:9]2[CH2:10][CH2:11][CH2:12][CH2:13][C:14]=2[C:6]([C:4]([OH:5])=[O:3])=[N:7]1. The catalyst class is: 5. (5) Reactant: Br[C:2]1[CH:3]=[C:4]2[CH:10]=[C:9]([CH3:11])[NH:8][C:5]2=[N:6][CH:7]=1.[B:12]1([B:12]2[O:16][C:15]([CH3:18])([CH3:17])[C:14]([CH3:20])([CH3:19])[O:13]2)[O:16][C:15]([CH3:18])([CH3:17])[C:14]([CH3:20])([CH3:19])[O:13]1.CC([O-])=O.[K+]. Product: [CH3:11][C:9]1[NH:8][C:5]2=[N:6][CH:7]=[C:2]([B:12]3[O:16][C:15]([CH3:18])([CH3:17])[C:14]([CH3:20])([CH3:19])[O:13]3)[CH:3]=[C:4]2[CH:10]=1. The catalyst class is: 151. (6) Reactant: [C:1]1([C:7]([C:12]2[CH:17]=[CH:16][CH:15]=[CH:14][CH:13]=2)=[CH:8][CH:9]([CH3:11])[CH3:10])[CH:6]=[CH:5][CH:4]=[CH:3][CH:2]=1.[Br:18]Br. Product: [Br:18][C:8]([CH:9]([CH3:11])[CH3:10])=[C:7]([C:12]1[CH:13]=[CH:14][CH:15]=[CH:16][CH:17]=1)[C:1]1[CH:6]=[CH:5][CH:4]=[CH:3][CH:2]=1. The catalyst class is: 26. (7) Reactant: N[C:2]1[CH:3]=[C:4]2[C:8](=[CH:9][CH:10]=1)[CH2:7][CH2:6][CH2:5]2.N([O-])=O.[Na+].[Br-:15]. Product: [Br:15][C:2]1[CH:3]=[C:4]2[C:8](=[CH:9][CH:10]=1)[CH2:7][CH2:6][CH2:5]2. The catalyst class is: 201.